From a dataset of Forward reaction prediction with 1.9M reactions from USPTO patents (1976-2016). Predict the product of the given reaction. (1) Given the reactants Br[C:2]1[S:3][C:4]([C:7]2[CH:12]=[CH:11][C:10]([O:13][CH:14]([CH3:16])[CH3:15])=[C:9]([Cl:17])[CH:8]=2)=[N:5][N:6]=1.[CH2:18]([C:20]1[C:27](B2OC(C)(C)C(C)(C)O2)=[CH:26][CH:25]=[CH:24][C:21]=1[CH:22]=[O:23])[CH3:19].P([O-])([O-])([O-])=O.[K+].[K+].[K+].O, predict the reaction product. The product is: [Cl:17][C:9]1[CH:8]=[C:7]([C:4]2[S:3][C:2]([C:27]3[C:20]([CH2:18][CH3:19])=[C:21]([CH:24]=[CH:25][CH:26]=3)[CH:22]=[O:23])=[N:6][N:5]=2)[CH:12]=[CH:11][C:10]=1[O:13][CH:14]([CH3:16])[CH3:15]. (2) Given the reactants [ClH:1].FC1C=CC=CC=1C1CCCNC1.[CH3:15][O:16][C:17]1[CH:22]=[CH:21][C:20]([C:23]2[CH:24]=[N:25][CH:26]=[CH:27][CH:28]=2)=[C:19]([C:29]([F:32])([F:31])[F:30])[CH:18]=1, predict the reaction product. The product is: [ClH:1].[CH3:15][O:16][C:17]1[CH:22]=[CH:21][C:20]([CH:23]2[CH2:28][CH2:27][CH2:26][NH:25][CH2:24]2)=[C:19]([C:29]([F:32])([F:30])[F:31])[CH:18]=1. (3) Given the reactants [CH:1]12[NH:8][CH:5]([CH2:6][CH2:7]1)[CH2:4][C:3]([C:9]1[NH:26][C:12]3=[N:13][CH:14]=[CH:15][C:16]([C:17]4[CH:22]=[C:21]([F:23])[CH:20]=[CH:19][C:18]=4[O:24][CH3:25])=[C:11]3[CH:10]=1)=[CH:2]2.[CH3:27][S:28](Cl)(=[O:30])=[O:29].C(N(CC)CC)C.C(=O)(O)[O-].[Na+], predict the reaction product. The product is: [F:23][C:21]1[CH:20]=[CH:19][C:18]([O:24][CH3:25])=[C:17]([C:16]2[CH:15]=[CH:14][N:13]=[C:12]3[NH:26][C:9]([C:3]4[CH2:4][CH:5]5[N:8]([S:28]([CH3:27])(=[O:30])=[O:29])[CH:1]([CH2:7][CH2:6]5)[CH:2]=4)=[CH:10][C:11]=23)[CH:22]=1. (4) Given the reactants [Cl:1][C:2]1[CH:3]=[CH:4][C:5]([OH:10])=[C:6]([CH:9]=1)[CH:7]=[O:8].C([O-])([O-])=O.[K+].[K+].[CH2:17](Cl)[O:18][CH2:19][CH2:20][O:21][CH3:22], predict the reaction product. The product is: [Cl:1][C:2]1[CH:3]=[CH:4][C:5]([O:10][CH2:17][O:18][CH2:19][CH2:20][O:21][CH3:22])=[C:6]([CH:9]=1)[CH:7]=[O:8]. (5) Given the reactants C[Si](C)(C)[C:3]1[S:4][CH:5]=[CH:6][N:7]=1.[Li]CCCC.[F:15][C:16]([F:36])([F:35])[C:17]([C:19]1[CH:20]=[C:21]2[C:25](=[CH:26][CH:27]=1)[N:24]([C:28]1[CH:33]=[CH:32][C:31]([F:34])=[CH:30][CH:29]=1)[N:23]=[CH:22]2)=[O:18].Cl, predict the reaction product. The product is: [F:36][C:16]([F:15])([F:35])[C:17]([C:19]1[CH:20]=[C:21]2[C:25](=[CH:26][CH:27]=1)[N:24]([C:28]1[CH:33]=[CH:32][C:31]([F:34])=[CH:30][CH:29]=1)[N:23]=[CH:22]2)([C:5]1[S:4][CH:3]=[N:7][CH:6]=1)[OH:18]. (6) The product is: [F:25][C:26]([F:35])([F:36])[C:27]1[CH:34]=[CH:33][C:30]([CH2:31][NH:32][CH2:21][C:20]2[CH:23]=[CH:24][C:17]([C:14]3[S:15][CH:16]=[C:12]([CH2:1][CH2:2][CH2:3][CH2:4][CH2:5][CH2:6][CH2:7][CH2:8][CH2:9][CH2:10][CH3:11])[N:13]=3)=[CH:18][CH:19]=2)=[CH:29][CH:28]=1. Given the reactants [CH2:1]([C:12]1[N:13]=[C:14]([C:17]2[CH:24]=[CH:23][C:20]([CH:21]=O)=[CH:19][CH:18]=2)[S:15][CH:16]=1)[CH2:2][CH2:3][CH2:4][CH2:5][CH2:6][CH2:7][CH2:8][CH2:9][CH2:10][CH3:11].[F:25][C:26]([F:36])([F:35])[C:27]1[CH:34]=[CH:33][C:30]([CH2:31][NH2:32])=[CH:29][CH:28]=1, predict the reaction product. (7) Given the reactants [CH3:1][C:2](=[C:8]([CH3:10])[CH3:9])[CH2:3][CH2:4][C:5](=[O:7])[CH3:6].[H][H], predict the reaction product. The product is: [CH3:1][CH:2]([CH:8]([CH3:10])[CH3:9])[CH2:3][CH2:4][C:5](=[O:7])[CH3:6]. (8) The product is: [C:21]12([O:20][CH2:19][CH2:18][O:17][CH2:16][CH2:15][O:14][CH2:13][CH2:12][O:11][CH2:10][CH2:9][NH2:6])[CH2:22][CH:23]3[CH2:24][CH:25]([CH2:26][CH:27]([CH2:29]3)[CH2:28]1)[CH2:30]2. Given the reactants C1COCC1.[N:6]([CH2:9][CH2:10][O:11][CH2:12][CH2:13][O:14][CH2:15][CH2:16][O:17][CH2:18][CH2:19][O:20][C:21]12[CH2:30][CH:25]3[CH2:26][CH:27]([CH2:29][CH:23]([CH2:24]3)[CH2:22]1)[CH2:28]2)=[N+]=[N-].C1(P(C2C=CC=CC=2)C2C=CC=CC=2)C=CC=CC=1, predict the reaction product.